Task: Predict the product of the given reaction.. Dataset: Forward reaction prediction with 1.9M reactions from USPTO patents (1976-2016) Given the reactants [Cl:1][C:2]1[CH:16]=[C:15]([Cl:17])[CH:14]=[CH:13][C:3]=1[CH2:4][O:5][C:6]1[CH:11]=[CH:10][NH:9][C:8](=[O:12])[CH:7]=1.Br[C:19]1[CH:20]=[CH:21][C:22]2[C:26]3[CH2:27][N:28](C(OC(C)(C)C)=O)[CH2:29][CH2:30][CH2:31][C:25]=3[N:24]([CH3:39])[C:23]=2[N:40]=1.OC1C=CC=C2C=1N=CC=C2.C([O-])([O-])=O.[Cs+].[Cs+].Cl, predict the reaction product. The product is: [ClH:1].[Cl:1][C:2]1[CH:16]=[C:15]([Cl:17])[CH:14]=[CH:13][C:3]=1[CH2:4][O:5][C:6]1[CH:11]=[CH:10][N:9]([C:19]2[CH:20]=[CH:21][C:22]3[C:26]4[CH2:27][NH:28][CH2:29][CH2:30][CH2:31][C:25]=4[N:24]([CH3:39])[C:23]=3[N:40]=2)[C:8](=[O:12])[CH:7]=1.